From a dataset of Full USPTO retrosynthesis dataset with 1.9M reactions from patents (1976-2016). Predict the reactants needed to synthesize the given product. (1) Given the product [Cl:21][C:2]1[N:3]([C:12]2[CH:13]=[N:14][C:15]([Cl:18])=[CH:16][CH:17]=2)[C:4](=[O:11])[C:5]2[N:6]=[CH:7][NH:8][C:9]=2[N:10]=1, predict the reactants needed to synthesize it. The reactants are: O[C:2]1[N:3]([C:12]2[CH:13]=[N:14][C:15]([Cl:18])=[CH:16][CH:17]=2)[C:4](=[O:11])[C:5]2[N:6]=[CH:7][NH:8][C:9]=2[N:10]=1.P(Cl)(Cl)([Cl:21])=O. (2) Given the product [CH2:13]([N:11]1[CH:12]=[C:8]([CH2:3][C:4]([F:5])([F:6])[F:7])[C:9]([CH3:29])=[N:10]1)[C:14]1[CH:15]=[CH:16][CH:17]=[CH:18][CH:19]=1, predict the reactants needed to synthesize it. The reactants are: C(=S)(OC1C=CC=CC=1)O[CH:3]([C:8]1[CH:9]=[N:10][N:11]([CH2:13][C:14]2[CH:19]=[CH:18][CH:17]=[CH:16][CH:15]=2)[CH:12]=1)[C:4]([F:7])([F:6])[F:5].[SnH](CC1C=CC=CC=1)(CC1C=CC=CC=1)[CH2:29]C1C=CC=CC=1.CC(N=NC(C#N)(C)C)(C#N)C. (3) Given the product [CH:4]([C:6]1[N:7]([S:13]([N:12]([CH3:17])[CH3:11])(=[O:15])=[O:14])[CH:8]=[CH:9][N:10]=1)=[O:5], predict the reactants needed to synthesize it. The reactants are: C(#N)C.[CH:4]([C:6]1[NH:7][CH:8]=[CH:9][N:10]=1)=[O:5].[CH3:11][N:12]([CH3:17])[S:13](Cl)(=[O:15])=[O:14].